This data is from Forward reaction prediction with 1.9M reactions from USPTO patents (1976-2016). The task is: Predict the product of the given reaction. (1) Given the reactants F[C:2]1[CH:7]=[CH:6][CH:5]=[CH:4][C:3]=1[CH2:8][C:9](=[O:15])[C:10]([O:12][CH2:13][CH3:14])=[O:11].[Cl:16]C1C=CC(CCl)=CC=1.[Mg].C(OCC)(=O)C(OCC)=O, predict the reaction product. The product is: [Cl:16][C:6]1[CH:5]=[CH:4][C:3]([CH2:8][C:9](=[O:15])[C:10]([O:12][CH2:13][CH3:14])=[O:11])=[CH:2][CH:7]=1. (2) Given the reactants C[O:2][C:3]([CH:5]1[CH2:10][N:9]([S:11]([C:14]2[CH:22]=[C:21]3[C:17]([C:18]([Cl:23])=[CH:19][NH:20]3)=[CH:16][CH:15]=2)(=[O:13])=[O:12])[CH2:8][C:7](=[O:24])[N:6]1[CH2:25][CH:26]1[CH2:31][CH2:30][N:29]([C:32]2[CH:37]=[CH:36][C:35](=[O:38])[N:34]([CH3:39])[N:33]=2)[CH2:28][CH2:27]1)=[O:4], predict the reaction product. The product is: [Cl:23][C:18]1[C:17]2[C:21](=[CH:22][C:14]([S:11]([N:9]3[CH2:8][C:7](=[O:24])[N:6]([CH2:25][CH:26]4[CH2:31][CH2:30][N:29]([C:32]5[CH:37]=[CH:36][C:35](=[O:38])[N:34]([CH3:39])[N:33]=5)[CH2:28][CH2:27]4)[CH:5]([C:3]([OH:4])=[O:2])[CH2:10]3)(=[O:12])=[O:13])=[CH:15][CH:16]=2)[NH:20][CH:19]=1. (3) Given the reactants [Cl:1][C:2]1[CH:12]=[C:11]([NH:13][CH:14]2[CH2:16][CH2:15]2)[C:5]([C:6]([O:8]CC)=[O:7])=[CH:4][N:3]=1.O[Li].O.O, predict the reaction product. The product is: [Cl:1][C:2]1[CH:12]=[C:11]([NH:13][CH:14]2[CH2:15][CH2:16]2)[C:5]([C:6]([OH:8])=[O:7])=[CH:4][N:3]=1. (4) Given the reactants [OH:1][C:2]1[CH:11]=[CH:10][C:5]([C:6]([O:8][CH3:9])=[O:7])=[CH:4][CH:3]=1.Cl[CH2:13][C:14]#[N:15].C([O-])([O-])=O.[K+].[K+].O, predict the reaction product. The product is: [C:14]([CH2:13][O:1][C:2]1[CH:3]=[CH:4][C:5]([C:6]([O:8][CH3:9])=[O:7])=[CH:10][CH:11]=1)#[N:15]. (5) Given the reactants [OH:1][C:2]1([C:12]#[C:13]/[C:14](/[C:21]([F:24])([F:23])[F:22])=[CH:15]\[C:16]([O:18][CH2:19][CH3:20])=[O:17])[C:7]([CH3:9])([CH3:8])[CH2:6][C:5](=O)[CH:4]=[C:3]1[CH3:11].Cl.[CH3:26][O:27][NH2:28].C([O-])(=O)C.[Na+], predict the reaction product. The product is: [OH:1][C:2]1([C:12]#[C:13]/[C:14](/[C:21]([F:24])([F:22])[F:23])=[CH:15]\[C:16]([O:18][CH2:19][CH3:20])=[O:17])[C:7]([CH3:8])([CH3:9])[CH2:6][C:5](=[N:28][O:27][CH3:26])[CH:4]=[C:3]1[CH3:11].